From a dataset of Reaction yield outcomes from USPTO patents with 853,638 reactions. Predict the reaction yield, written as a fraction of the theoretical maximum amount of product (1.0 means a 100% yield; for example, 0.34 means a 34% yield). (1) The reactants are [CH:1]1([N:7]=[C:8]=[O:9])[CH2:6][CH2:5][CH2:4][CH2:3][CH2:2]1.[CH:10]1([NH:16][C:17]2[N:18]([C:26]3[CH:31]=[CH:30][CH:29]=[CH:28][CH:27]=3)[N:19]=[C:20]3[C:25]=2[CH:24]=[CH:23][CH:22]=[CH:21]3)[CH2:15][CH2:14][CH2:13][CH2:12][CH2:11]1. The catalyst is C1(C)C=CC=CC=1. The product is [CH:10]1([N:16]([C:17]2[N:18]([C:26]3[CH:27]=[CH:28][CH:29]=[CH:30][CH:31]=3)[N:19]=[C:20]3[C:25]=2[CH:24]=[CH:23][CH:22]=[CH:21]3)[C:8]([NH:7][CH:1]2[CH2:6][CH2:5][CH2:4][CH2:3][CH2:2]2)=[O:9])[CH2:15][CH2:14][CH2:13][CH2:12][CH2:11]1. The yield is 0.270. (2) The reactants are [CH2:1]([N:8]1[C:20]2[C:19]3[CH:18]=[C:17]([O:21][CH3:22])[C:16]([C:23]4[C:24]([CH3:29])=[N:25][O:26][C:27]=4[CH3:28])=[CH:15][C:14]=3[N:13]=[C:12]([CH:30]=O)[C:11]=2[O:10][C:9]1=[O:32])[C:2]1[CH:7]=[CH:6][CH:5]=[CH:4][CH:3]=1.[CH3:33][NH:34][CH3:35].[BH-](OC(C)=O)(OC(C)=O)OC(C)=O.[Na+]. The catalyst is ClCCCl.C([O-])(O)=O.[Na+].C(Cl)Cl. The product is [CH2:1]([N:8]1[C:20]2[C:19]3[CH:18]=[C:17]([O:21][CH3:22])[C:16]([C:23]4[C:24]([CH3:29])=[N:25][O:26][C:27]=4[CH3:28])=[CH:15][C:14]=3[N:13]=[C:12]([CH2:30][N:34]([CH3:35])[CH3:33])[C:11]=2[O:10][C:9]1=[O:32])[C:2]1[CH:3]=[CH:4][CH:5]=[CH:6][CH:7]=1. The yield is 0.960. (3) The reactants are [F:1][C:2]1[CH:7]=[CH:6][C:5]([C:8]2[S:9][CH:10]=[C:11]([C:13]([CH3:17])([CH3:16])[CH2:14][NH2:15])[N:12]=2)=[CH:4][CH:3]=1.[F:18][C:19]([F:35])([F:34])[C:20]1[O:24][N:23]=[C:22]([C:25]2[CH:26]=[C:27]([CH:31]=[CH:32][CH:33]=2)[C:28](O)=[O:29])[N:21]=1. No catalyst specified. The product is [F:1][C:2]1[CH:3]=[CH:4][C:5]([C:8]2[S:9][CH:10]=[C:11]([C:13]([CH3:17])([CH3:16])[CH2:14][NH:15][C:28](=[O:29])[C:27]3[CH:31]=[CH:32][CH:33]=[C:25]([C:22]4[N:21]=[C:20]([C:19]([F:35])([F:34])[F:18])[O:24][N:23]=4)[CH:26]=3)[N:12]=2)=[CH:6][CH:7]=1. The yield is 0.300. (4) The reactants are [CH2:1]([O:4]/[N:5]=[C:6](/[C:8]1[CH:13]=[CH:12][C:11]([N:14]2[C:18](=[O:19])[NH:17][NH:16][C:15]2=[O:20])=[CH:10][CH:9]=1)\[CH3:7])[C:2]#[CH:3]. The catalyst is C(Cl)Cl. The product is [CH2:1]([O:4]/[N:5]=[C:6](/[C:8]1[CH:9]=[CH:10][C:11]([N:14]2[C:18](=[O:19])[N:17]=[N:16][C:15]2=[O:20])=[CH:12][CH:13]=1)\[CH3:7])[C:2]#[CH:3]. The yield is 0.530. (5) The reactants are Br[C:2]1[CH:3]=[N:4][C:5]2[C:10]([N:11]=1)=[C:9]([C:12]([NH:14][CH2:15][C:16]([O:18]CC)=[O:17])=[O:13])[C:8]([OH:21])=[C:7]([C:22]1[CH:27]=[CH:26][CH:25]=[C:24]([F:28])[CH:23]=1)[CH:6]=2.[F:29][C:30]1[CH:35]=[CH:34][C:33](B(O)O)=[CH:32][CH:31]=1.C(=O)([O-])[O-].[K+].[K+].[OH-].[Na+]. The catalyst is O1CCOCC1.O.O1CCCC1.C1C=CC([P]([Pd]([P](C2C=CC=CC=2)(C2C=CC=CC=2)C2C=CC=CC=2)([P](C2C=CC=CC=2)(C2C=CC=CC=2)C2C=CC=CC=2)[P](C2C=CC=CC=2)(C2C=CC=CC=2)C2C=CC=CC=2)(C2C=CC=CC=2)C2C=CC=CC=2)=CC=1. The product is [F:28][C:24]1[CH:23]=[C:22]([C:7]2[CH:6]=[C:5]3[C:10]([N:11]=[C:2]([C:33]4[CH:34]=[CH:35][C:30]([F:29])=[CH:31][CH:32]=4)[CH:3]=[N:4]3)=[C:9]([C:12]([NH:14][CH2:15][C:16]([OH:18])=[O:17])=[O:13])[C:8]=2[OH:21])[CH:27]=[CH:26][CH:25]=1. The yield is 0.178.